This data is from Reaction yield outcomes from USPTO patents with 853,638 reactions. The task is: Predict the reaction yield, written as a fraction of the theoretical maximum amount of product (1.0 means a 100% yield; for example, 0.34 means a 34% yield). (1) The reactants are [C:1]([C:3]1[CH:22]=[CH:21][C:6]([C:7]([N:9]([CH3:20])[C:10]2[CH:15]=[CH:14][C:13]([C:16]([F:19])([F:18])[F:17])=[CH:12][CH:11]=2)=[O:8])=[CH:5][C:4]=1[CH3:23])#[N:2].[BH4-].[Na+].[NH4+].[Cl-]. The catalyst is CO.O.O.O.O.O.O.[Co](Cl)Cl. The product is [NH2:2][CH2:1][C:3]1[CH:22]=[CH:21][C:6]([C:7]([N:9]([CH3:20])[C:10]2[CH:11]=[CH:12][C:13]([C:16]([F:17])([F:18])[F:19])=[CH:14][CH:15]=2)=[O:8])=[CH:5][C:4]=1[CH3:23]. The yield is 0.790. (2) The reactants are [F:1][C:2]1[CH:3]=[CH:4][C:5]([N+:10]([O-:12])=[O:11])=[C:6]([CH:9]=1)[CH:7]=[O:8].[CH2:13]([OH:17])[CH2:14][CH2:15][CH3:16].O.[C:19]1(C)[CH:24]=CC(S(O)(=O)=O)=[CH:21][CH:20]=1. The catalyst is C1(C)C=CC=CC=1. The product is [CH2:24]([O:8][CH:7]([O:17][CH2:13][CH2:14][CH2:15][CH3:16])[C:6]1[CH:9]=[C:2]([F:1])[CH:3]=[CH:4][C:5]=1[N+:10]([O-:12])=[O:11])[CH2:19][CH2:20][CH3:21]. The yield is 0.950.